The task is: Predict the reaction yield, written as a fraction of the theoretical maximum amount of product (1.0 means a 100% yield; for example, 0.34 means a 34% yield).. This data is from Reaction yield outcomes from USPTO patents with 853,638 reactions. The reactants are [C:1]([C:4]1[C:5]([O:18][CH2:19][CH3:20])=[C:6]([C@@H:12]2[CH2:16][NH:15][C:14](=[O:17])[CH2:13]2)[C:7]([F:11])=[C:8]([Cl:10])[CH:9]=1)(=O)[CH3:2].[C:21]([O:25][C:26]([CH3:29])([CH3:28])[CH3:27])(=[O:24])[NH:22][NH2:23]. The catalyst is CO. The product is [Cl:10][C:8]1[C:7]([F:11])=[C:6]([C@H:12]2[CH2:13][C:14](=[O:17])[NH:15][CH2:16]2)[C:5]([O:18][CH2:19][CH3:20])=[C:4](/[C:1](=[N:23]/[NH:22][C:21]([O:25][C:26]([CH3:29])([CH3:28])[CH3:27])=[O:24])/[CH3:2])[CH:9]=1. The yield is 0.850.